This data is from Reaction yield outcomes from USPTO patents with 853,638 reactions. The task is: Predict the reaction yield, written as a fraction of the theoretical maximum amount of product (1.0 means a 100% yield; for example, 0.34 means a 34% yield). (1) The reactants are [CH3:1][O:2][C:3]([C:5]1[S:6][CH:7]=[C:8]([Br:11])[C:9]=1[OH:10])=[O:4].[C:12](=O)([O-])[O-].[K+].[K+].IC. The catalyst is CC(C)=O. The yield is 1.00. The product is [CH3:1][O:2][C:3]([C:5]1[S:6][CH:7]=[C:8]([Br:11])[C:9]=1[O:10][CH3:12])=[O:4]. (2) The reactants are [CH3:1][C:2]1([CH3:14])[C:6]([CH3:8])([CH3:7])[O:5][B:4]([C:9]2[CH:10]=[N:11][NH:12][CH:13]=2)[O:3]1.[H-].[Na+].[CH3:17][Si:18]([CH2:21][CH2:22][O:23][CH2:24]Cl)([CH3:20])[CH3:19]. The catalyst is CN(C=O)C.C(OCC)(=O)C. The product is [CH3:1][C:2]1([CH3:14])[C:6]([CH3:7])([CH3:8])[O:5][B:4]([C:9]2[CH:13]=[N:12][N:11]([CH2:24][O:23][CH2:22][CH2:21][Si:18]([CH3:20])([CH3:19])[CH3:17])[CH:10]=2)[O:3]1. The yield is 0.610. (3) The reactants are [Cl:1][C:2]1[CH:27]=[C:26]([C:28]([NH:30][CH2:31][C:32]2[CH:37]=[CH:36][CH:35]=[C:34]([OH:38])[CH:33]=2)=[O:29])[CH:25]=[C:24]([CH3:39])[C:3]=1[C:4]([NH:6][C@H:7]([C:20]([O:22]C)=[O:21])[CH2:8][NH:9][C:10](=[O:19])[C:11]1[CH:16]=[C:15]([OH:17])[CH:14]=[C:13]([OH:18])[CH:12]=1)=[O:5].O.[OH-].[Li+]. The catalyst is O1CCCC1.CO.O. The product is [Cl:1][C:2]1[CH:27]=[C:26]([C:28]([NH:30][CH2:31][C:32]2[CH:37]=[CH:36][CH:35]=[C:34]([OH:38])[CH:33]=2)=[O:29])[CH:25]=[C:24]([CH3:39])[C:3]=1[C:4]([NH:6][C@H:7]([C:20]([OH:22])=[O:21])[CH2:8][NH:9][C:10](=[O:19])[C:11]1[CH:12]=[C:13]([OH:18])[CH:14]=[C:15]([OH:17])[CH:16]=1)=[O:5]. The yield is 0.140. (4) The reactants are [S:1]([N:11]1[C:15]2=[N:16][CH:17]=[C:18]([NH:20][NH:21]C(OC(C)(C)C)=O)[N:19]=[C:14]2[CH:13]=[CH:12]1)([C:4]1[CH:10]=[CH:9][C:7]([CH3:8])=[CH:6][CH:5]=1)(=[O:3])=[O:2].S(N1C2=NC=C(N(C(OC(C)(C)C)=O)N)N=C2C=C1)(C1C=CC(C)=CC=1)(=O)=O.Cl. The catalyst is O1CCOCC1. The product is [NH:20]([C:18]1[N:19]=[C:14]2[CH:13]=[CH:12][N:11]([S:1]([C:4]3[CH:10]=[CH:9][C:7]([CH3:8])=[CH:6][CH:5]=3)(=[O:2])=[O:3])[C:15]2=[N:16][CH:17]=1)[NH2:21]. The yield is 0.500.